From a dataset of Rat liver microsome stability data. Regression/Classification. Given a drug SMILES string, predict its absorption, distribution, metabolism, or excretion properties. Task type varies by dataset: regression for continuous measurements (e.g., permeability, clearance, half-life) or binary classification for categorical outcomes (e.g., BBB penetration, CYP inhibition). Dataset: rlm. (1) The molecule is CNC(=O)[C@@H](NC(=O)c1ccc(-c2ccc(CSc3nc(O)c4c(n3)CCC4)c(F)c2)o1)C1CCOCC1. The result is 1 (stable in rat liver microsomes). (2) The drug is O=[N+]([O-])c1ccc(/C=N/n2c(CO)nc3ccccc32)s1. The result is 1 (stable in rat liver microsomes). (3) The molecule is OCC1OC(n2ccc3c(O)ncnc32)C(O)C1O. The result is 0 (unstable in rat liver microsomes). (4) The compound is Cc1c2c(n3c1CCCNCC(C)(C)Nc1cc-3ccc1C(N)=O)CC(C)(C)CC2=O. The result is 0 (unstable in rat liver microsomes). (5) The result is 1 (stable in rat liver microsomes). The molecule is COc1cc(C(=O)NC2CCCc3c2[nH]c2c(Cl)cccc32)cc(OC)c1OC. (6) The result is 0 (unstable in rat liver microsomes). The drug is FC(F)(F)c1cccc(N2CCN(C(=S)Nc3nccc4ccccc34)CC2)c1. (7) The molecule is COc1cc2ncnc(-n3nc(-c4ccccn4)nc3N)c2cc1OCCCNC(=O)OC(C)C. The result is 0 (unstable in rat liver microsomes). (8) The compound is Cc1c2c(n3c1CCCN1C[C@H](O)C[C@@H]1CNc1cc-3ccc1C(N)=O)CC(C)(C)CC2=O. The result is 1 (stable in rat liver microsomes). (9) The result is 1 (stable in rat liver microsomes). The molecule is CC(C)(CN1CCOCC1)NC(=O)c1nn(-c2ccc(F)cc2F)c2c1C[C@H]1C[C@@H]21.